Dataset: Full USPTO retrosynthesis dataset with 1.9M reactions from patents (1976-2016). Task: Predict the reactants needed to synthesize the given product. Given the product [CH3:22][O:18][C:19]1[CH:20]=[CH:21][C:17]([CH:16]2[CH2:14][N:13]2[C:2]2[CH2:6][CH2:5][C:4](=[O:7])[CH:3]=2)=[CH:10][CH:9]=1, predict the reactants needed to synthesize it. The reactants are: Cl[C:2]1[CH2:6][CH2:5][C:4](=[O:7])[CH:3]=1.N1[CH2:10][CH2:9]1.C([N:13]([CH2:16][CH3:17])[CH2:14]C)C.[O:18]1[CH2:22][CH2:21][CH2:20][CH2:19]1.